This data is from Reaction yield outcomes from USPTO patents with 853,638 reactions. The task is: Predict the reaction yield, written as a fraction of the theoretical maximum amount of product (1.0 means a 100% yield; for example, 0.34 means a 34% yield). The product is [Br:14][CH2:2][C@H:3]([NH:5][C:6](=[O:12])[O:7][C:8]([CH3:11])([CH3:10])[CH3:9])[CH3:4]. The reactants are O[CH2:2][C@H:3]([NH:5][C:6](=[O:12])[O:7][C:8]([CH3:11])([CH3:10])[CH3:9])[CH3:4].C(Br)(Br)(Br)[Br:14].C1(P(C2C=CC=CC=2)C2C=CC=CC=2)C=CC=CC=1.C1C=C2C(C(O)(O)C(=O)C2=CC=1)=O. The yield is 0.493. No catalyst specified.